This data is from Forward reaction prediction with 1.9M reactions from USPTO patents (1976-2016). The task is: Predict the product of the given reaction. (1) The product is: [Cl:1][C:2]1[C:3]2[O:36][CH2:35][C:12]3([C:20]4[C:15](=[CH:16][CH:17]=[CH:18][CH:19]=4)[NH:14][C:13]3=[O:34])[C:4]=2[C:5]2[O:10][CH2:9][CH2:8][O:7][C:6]=2[CH:11]=1. Given the reactants [Cl:1][C:2]1[C:3]2[O:36][CH2:35][C:12]3([C:20]4[C:15](=[CH:16][CH:17]=[CH:18][CH:19]=4)[N:14](C(C4C=CC=CC=4)C4C=CC=CC=4)[C:13]3=[O:34])[C:4]=2[C:5]2[O:10][CH2:9][CH2:8][O:7][C:6]=2[CH:11]=1.C1(C(C2C=CC=CC=2)N2C3C(=CC=CC=3)C3(C4C=C(C)C(OC)=CC=4OC3)C2=O)C=CC=CC=1, predict the reaction product. (2) Given the reactants C(OC(=O)[NH:7][C@@H:8]1[C:16]2[C:11](=[C:12]([C:17]3[S:18][C:19]([C:22]4[CH:27]=[CH:26][C:25]([O:28][CH:29]([CH3:31])[CH3:30])=[C:24]([C:32]#[N:33])[CH:23]=4)=[CH:20][N:21]=3)[CH:13]=[CH:14][CH:15]=2)[CH2:10][CH2:9]1)(C)(C)C.[ClH:35], predict the reaction product. The product is: [ClH:35].[NH2:7][C@@H:8]1[C:16]2[C:11](=[C:12]([C:17]3[S:18][C:19]([C:22]4[CH:27]=[CH:26][C:25]([O:28][CH:29]([CH3:31])[CH3:30])=[C:24]([CH:23]=4)[C:32]#[N:33])=[CH:20][N:21]=3)[CH:13]=[CH:14][CH:15]=2)[CH2:10][CH2:9]1. (3) Given the reactants [CH3:1][C:2]1[N:7]=[CH:6][C:5]([CH2:8][C:9](O)=[O:10])=[CH:4][CH:3]=1.B.CSC, predict the reaction product. The product is: [CH3:1][C:2]1[N:7]=[CH:6][C:5]([CH2:8][CH2:9][OH:10])=[CH:4][CH:3]=1. (4) The product is: [ClH:31].[CH:1]1([CH2:4][NH:5][C@@H:13]2[CH2:15][C@H:14]2[C:16]2[CH:17]=[C:18]([CH:19]=[CH:20][CH:21]=2)[C:22]([NH:23][CH:24]2[CH2:29][CH2:28][O:27][CH2:26][CH2:25]2)=[O:30])[CH2:3][CH2:2]1. Given the reactants [CH:1]1([CH2:4][N:5]([C@@H:13]2[CH2:15][C@H:14]2[C:16]2[CH:21]=[CH:20][CH:19]=[C:18]([C:22](=[O:30])[NH:23][CH:24]3[CH2:29][CH2:28][O:27][CH2:26][CH2:25]3)[CH:17]=2)C(=O)OC(C)(C)C)[CH2:3][CH2:2]1.[ClH:31].C(OCC)(=O)C, predict the reaction product.